This data is from NCI-60 drug combinations with 297,098 pairs across 59 cell lines. The task is: Regression. Given two drug SMILES strings and cell line genomic features, predict the synergy score measuring deviation from expected non-interaction effect. (1) Drug 1: C1CN1C2=NC(=NC(=N2)N3CC3)N4CC4. Drug 2: C1C(C(OC1N2C=NC(=NC2=O)N)CO)O. Cell line: TK-10. Synergy scores: CSS=18.2, Synergy_ZIP=-4.43, Synergy_Bliss=-3.43, Synergy_Loewe=-1.41, Synergy_HSA=-0.581. (2) Drug 1: C1=CC(=CC=C1CCCC(=O)O)N(CCCl)CCCl. Drug 2: CC=C1C(=O)NC(C(=O)OC2CC(=O)NC(C(=O)NC(CSSCCC=C2)C(=O)N1)C(C)C)C(C)C. Cell line: LOX IMVI. Synergy scores: CSS=77.3, Synergy_ZIP=10.7, Synergy_Bliss=13.5, Synergy_Loewe=3.27, Synergy_HSA=14.9. (3) Drug 1: C1=C(C(=O)NC(=O)N1)N(CCCl)CCCl. Drug 2: B(C(CC(C)C)NC(=O)C(CC1=CC=CC=C1)NC(=O)C2=NC=CN=C2)(O)O. Cell line: HOP-62. Synergy scores: CSS=21.7, Synergy_ZIP=-7.41, Synergy_Bliss=-2.99, Synergy_Loewe=-5.36, Synergy_HSA=-5.28. (4) Drug 1: CC12CCC(CC1=CCC3C2CCC4(C3CC=C4C5=CN=CC=C5)C)O. Drug 2: C1CC(=O)NC(=O)C1N2CC3=C(C2=O)C=CC=C3N. Cell line: SR. Synergy scores: CSS=29.9, Synergy_ZIP=-6.70, Synergy_Bliss=-8.23, Synergy_Loewe=-5.26, Synergy_HSA=-5.08. (5) Drug 1: CC1C(C(CC(O1)OC2CC(CC3=C2C(=C4C(=C3O)C(=O)C5=C(C4=O)C(=CC=C5)OC)O)(C(=O)CO)O)N)O. Drug 2: CC(C)(C1=NC(=CC=C1)N2C3=NC(=NC=C3C(=O)N2CC=C)NC4=CC=C(C=C4)N5CCN(CC5)C)O. Cell line: HCT116. Synergy scores: CSS=63.7, Synergy_ZIP=1.09, Synergy_Bliss=0.528, Synergy_Loewe=-2.64, Synergy_HSA=3.90.